The task is: Predict the product of the given reaction.. This data is from Forward reaction prediction with 1.9M reactions from USPTO patents (1976-2016). Given the reactants [F:1][C:2]1[C:10]2[CH:9]=[CH:8][S:7][C:6]=2[CH:5]=[CH:4][CH:3]=1.C([Li])CCC.[B:16](OC(C)C)([O:21]C(C)C)[O:17]C(C)C.Cl, predict the reaction product. The product is: [F:1][C:2]1[C:10]2[CH:9]=[C:8]([B:16]([OH:21])[OH:17])[S:7][C:6]=2[CH:5]=[CH:4][CH:3]=1.